Dataset: Peptide-MHC class I binding affinity with 185,985 pairs from IEDB/IMGT. Task: Regression. Given a peptide amino acid sequence and an MHC pseudo amino acid sequence, predict their binding affinity value. This is MHC class I binding data. (1) The MHC is Patr-A0301 with pseudo-sequence Patr-A0301. The binding affinity (normalized) is 0.598. The peptide sequence is SSTTSTGPCR. (2) The peptide sequence is ATGDYVAFV. The MHC is HLA-A02:16 with pseudo-sequence HLA-A02:16. The binding affinity (normalized) is 0.936. (3) The peptide sequence is MPASWVMRI. The MHC is HLA-A02:03 with pseudo-sequence HLA-A02:03. The binding affinity (normalized) is 0.179.